From a dataset of Peptide-MHC class II binding affinity with 134,281 pairs from IEDB. Regression. Given a peptide amino acid sequence and an MHC pseudo amino acid sequence, predict their binding affinity value. This is MHC class II binding data. (1) The peptide sequence is KLCPNNLCCSQWGWC. The MHC is HLA-DQA10501-DQB10201 with pseudo-sequence HLA-DQA10501-DQB10201. The binding affinity (normalized) is 0.118. (2) The peptide sequence is WLDAKSTWYGKPTGA. The MHC is DRB1_0404 with pseudo-sequence DRB1_0404. The binding affinity (normalized) is 0. (3) The peptide sequence is VSSAVPTSWVPQGRT. The MHC is DRB1_0801 with pseudo-sequence DRB1_0801. The binding affinity (normalized) is 0.